This data is from Forward reaction prediction with 1.9M reactions from USPTO patents (1976-2016). The task is: Predict the product of the given reaction. (1) Given the reactants [F:1][C:2]1[C:11]([F:12])=[C:10]2[C:5]([CH2:6][CH2:7][CH2:8][O:9]2)=[CH:4][C:3]=1[OH:13].C(N(C(C)C)C(C)C)C.[CH3:23][O:24][CH2:25]Cl.C(N(CC)CC)C, predict the reaction product. The product is: [F:1][C:2]1[C:11]([F:12])=[C:10]2[C:5]([CH2:6][CH2:7][CH2:8][O:9]2)=[CH:4][C:3]=1[O:13][CH2:23][O:24][CH3:25]. (2) Given the reactants [Cl:1][C:2]1[CH:3]=[C:4]([CH:8]=[CH:9][C:10]=1[Cl:11])[C:5]([OH:7])=O.CN(C(ON1N=NC2C=CC=NC1=2)=[N+](C)C)C.F[P-](F)(F)(F)(F)F.CCN(C(C)C)C(C)C.[I-].[CH2:46]([N+:50]1[N:54]=[C:53]([CH3:55])[S:52][C:51]=1[CH3:56])[CH2:47][CH2:48][CH3:49], predict the reaction product. The product is: [CH2:46]([N:50]1[N:54]=[C:53]([CH3:55])[S:52]/[C:51]/1=[CH:56]\[C:5]([C:4]1[CH:8]=[CH:9][C:10]([Cl:11])=[C:2]([Cl:1])[CH:3]=1)=[O:7])[CH2:47][CH2:48][CH3:49]. (3) Given the reactants [F:1][C:2]1[CH:9]=[CH:8][C:5]([CH:6]=[O:7])=[CH:4][CH:3]=1.[NH4+].[Cl-].[CH2:12]1COC[CH2:13]1, predict the reaction product. The product is: [F:1][C:2]1[CH:9]=[CH:8][C:5]([CH:6]([OH:7])[C:12]#[CH:13])=[CH:4][CH:3]=1. (4) Given the reactants [Cl:1][C:2]1[CH:7]=[CH:6][C:5]([C:8]2[C:14]3[CH:15]=[C:16]([O:19][CH3:20])[CH:17]=[CH:18][C:13]=3[N:12]3[C:21]([CH3:24])=[N:22][N:23]=[C:11]3[C@H:10]([CH2:25][C:26]([OH:28])=O)[N:9]=2)=[CH:4][CH:3]=1.CCN=C=NCCCN(C)C.C1C=CC2N(O)N=NC=2C=1.Cl.[NH2:51][CH2:52][C:53]1[CH:54]=[C:55]([B:59]([OH:61])[OH:60])[CH:56]=[CH:57][CH:58]=1, predict the reaction product. The product is: [Cl:1][C:2]1[CH:7]=[CH:6][C:5]([C:8]2[C:14]3[CH:15]=[C:16]([O:19][CH3:20])[CH:17]=[CH:18][C:13]=3[N:12]3[C:21]([CH3:24])=[N:22][N:23]=[C:11]3[C@H:10]([CH2:25][C:26]([NH:51][CH2:52][C:53]3[CH:54]=[C:55]([B:59]([OH:61])[OH:60])[CH:56]=[CH:57][CH:58]=3)=[O:28])[N:9]=2)=[CH:4][CH:3]=1.